Dataset: Experimentally validated miRNA-target interactions with 360,000+ pairs, plus equal number of negative samples. Task: Binary Classification. Given a miRNA mature sequence and a target amino acid sequence, predict their likelihood of interaction. The miRNA is hsa-miR-1296-5p with sequence UUAGGGCCCUGGCUCCAUCUCC. The protein sequence of the target gene is MAPAMQPAEIQFAQRLASSEKGIRDRAVKKLRQYISVKTQRETGGFSQEELLKIWKGLFYCMWVQDEPLLQEELANTIAQLVHAVNNSAAQHLFIQTFWQTMNREWKGIDRLRLDKYYMLIRLVLRQSFEVLKRNGWEESRIKVFLDVLMKEVLCPESQSPNGVRFHFIDIYLDELSKVGGKELLADQNLKFIDPFCKIAAKTKDHTLVQTIARGVFEAIVDQSPFVPEETMEEQKTKVGDGDLSAEEIPENEVSLRRAVSKKKTALGKNHSRKDGLSDERGRDDCGTFEDTGPLLQFDY.... Result: 1 (interaction).